Dataset: Peptide-MHC class I binding affinity with 185,985 pairs from IEDB/IMGT. Task: Regression. Given a peptide amino acid sequence and an MHC pseudo amino acid sequence, predict their binding affinity value. This is MHC class I binding data. (1) The peptide sequence is SMDVLAEKK. The MHC is HLA-A31:01 with pseudo-sequence HLA-A31:01. The binding affinity (normalized) is 0.0734. (2) The peptide sequence is IQRRGAQFQ. The MHC is HLA-A30:01 with pseudo-sequence HLA-A30:01. The binding affinity (normalized) is 0.515.